From a dataset of Reaction yield outcomes from USPTO patents with 853,638 reactions. Predict the reaction yield, written as a fraction of the theoretical maximum amount of product (1.0 means a 100% yield; for example, 0.34 means a 34% yield). (1) The reactants are [CH3:1][N:2]([CH3:8])[CH:3]1[CH2:7][CH2:6][NH:5][CH2:4]1.Cl[C:10]1[N:11]=[CH:12][C:13]([C:16]([NH:18][C:19]2[NH:20][N:21]=[C:22]([CH2:24][CH2:25][C:26]3[CH:31]=[C:30]([O:32][CH3:33])[CH:29]=[C:28]([O:34][CH3:35])[CH:27]=3)[CH:23]=2)=[O:17])=[N:14][CH:15]=1. The catalyst is CS(C)=O.CO. The product is [CH3:33][O:32][C:30]1[CH:31]=[C:26]([CH2:25][CH2:24][C:22]2[CH:23]=[C:19]([NH:18][C:16]([C:13]3[CH:12]=[N:11][C:10]([N:5]4[CH2:6][CH2:7][CH:3]([N:2]([CH3:8])[CH3:1])[CH2:4]4)=[CH:15][N:14]=3)=[O:17])[NH:20][N:21]=2)[CH:27]=[C:28]([O:34][CH3:35])[CH:29]=1. The yield is 0.800. (2) The reactants are [CH2:1]([C:3]1[N:7]([C:8]2[C:16]3[O:15][CH2:14][C@@H:13]([N:17](C(=O)C(F)(F)F)[C:18]4[CH:31]=[CH:30][C:21]5[C@H:22]([CH2:25][C:26]([O:28]C)=[O:27])[CH2:23][O:24][C:20]=5[CH:19]=4)[C:12]=3[CH:11]=[CH:10][CH:9]=2)[C:6]2[CH:38]=[C:39]([F:43])[C:40]([F:42])=[CH:41][C:5]=2[N:4]=1)[CH3:2].[OH-].[Na+].Cl. The catalyst is O1CCCC1.CO.O. The product is [CH2:1]([C:3]1[N:7]([C:8]2[C:16]3[O:15][CH2:14][C@@H:13]([NH:17][C:18]4[CH:31]=[CH:30][C:21]5[C@H:22]([CH2:25][C:26]([OH:28])=[O:27])[CH2:23][O:24][C:20]=5[CH:19]=4)[C:12]=3[CH:11]=[CH:10][CH:9]=2)[C:6]2[CH:38]=[C:39]([F:43])[C:40]([F:42])=[CH:41][C:5]=2[N:4]=1)[CH3:2]. The yield is 0.840.